From a dataset of Catalyst prediction with 721,799 reactions and 888 catalyst types from USPTO. Predict which catalyst facilitates the given reaction. (1) Reactant: [Cl:1][C:2]1[CH:3]=[C:4]([CH:7]=[CH:8][C:9]=1F)[C:5]#[N:6].[CH2:11]([NH2:14])[CH2:12][CH3:13]. Product: [Cl:1][C:2]1[CH:3]=[C:4]([CH:7]=[CH:8][C:9]=1[NH:14][CH2:11][CH2:12][CH3:13])[C:5]#[N:6]. The catalyst class is: 1. (2) Reactant: [NH2:1][N:2]1[CH2:7][CH2:6][CH2:5][CH2:4][CH2:3]1.C(N(CC)CC)C.[Cl:15][C:16]1[CH:21]=[CH:20][C:19]([CH:22]2[N:26]([C:27]3[CH:32]=[CH:31][C:30]([Cl:33])=[CH:29][C:28]=3[Cl:34])[N:25]=[C:24]([C:35](Cl)=[O:36])[CH2:23]2)=[CH:18][CH:17]=1. Product: [N:2]1([NH:1][C:35]([C:24]2[CH2:23][CH:22]([C:19]3[CH:20]=[CH:21][C:16]([Cl:15])=[CH:17][CH:18]=3)[N:26]([C:27]3[CH:32]=[CH:31][C:30]([Cl:33])=[CH:29][C:28]=3[Cl:34])[N:25]=2)=[O:36])[CH2:7][CH2:6][CH2:5][CH2:4][CH2:3]1. The catalyst class is: 2.